Predict the reactants needed to synthesize the given product. From a dataset of Full USPTO retrosynthesis dataset with 1.9M reactions from patents (1976-2016). Given the product [NH2:35][CH2:33][C:34]([N:19]1[CH2:20][CH2:21][C:11]2([NH:10][C:9]3[CH:8]=[C:7]([C:4]4[CH:5]=[CH:6][N:1]=[CH:2][CH:3]=4)[S:15][C:14]=3[C:13](=[O:16])[NH:12]2)[CH2:17][CH2:18]1)=[O:22], predict the reactants needed to synthesize it. The reactants are: [N:1]1[CH:6]=[CH:5][C:4]([C:7]2[S:15][C:14]3[C:13](=[O:16])[NH:12][C:11]4([CH2:21][CH2:20][NH:19][CH2:18][CH2:17]4)[NH:10][C:9]=3[CH:8]=2)=[CH:3][CH:2]=1.[OH:22]N1C2C=CC=CC=2N=N1.Cl.[CH2:33]([N:35]=C=NCCCN(C)C)[CH3:34].